Dataset: Forward reaction prediction with 1.9M reactions from USPTO patents (1976-2016). Task: Predict the product of the given reaction. (1) Given the reactants Cl[C:2]1[N:3]=[C:4]([N:22]2[CH2:27][CH2:26][O:25][CH2:24][CH2:23]2)[C:5]2[CH:10]=[C:9]([CH2:11][N:12]3[CH2:17][CH2:16][CH:15]([C:18]([NH:20][CH3:21])=[O:19])[CH2:14][CH2:13]3)[S:8][C:6]=2[N:7]=1.[N:28]1[CH:33]=[C:32](B(O)O)[CH:31]=[N:30][CH:29]=1, predict the reaction product. The product is: [CH3:21][NH:20][C:18]([CH:15]1[CH2:16][CH2:17][N:12]([CH2:11][C:9]2[S:8][C:6]3[N:7]=[C:2]([C:32]4[CH:33]=[N:28][CH:29]=[N:30][CH:31]=4)[N:3]=[C:4]([N:22]4[CH2:27][CH2:26][O:25][CH2:24][CH2:23]4)[C:5]=3[CH:10]=2)[CH2:13][CH2:14]1)=[O:19]. (2) Given the reactants [CH2:1]1[C:13]2[C:12]3[CH:11]=[C:10]([C:14]([O:16][CH3:17])=[O:15])[CH:9]=[CH:8][C:7]=3[NH:6][C:5]=2[CH2:4][CH2:3][N:2]1[C:18](OC(C)(C)C)=O.C(=O)[C:26]1[CH:31]=[CH:30][CH:29]=[CH:28][CH:27]=1.C(O[BH-](OC(=O)C)OC(=O)C)(=O)C.[Na+].C(=O)(O)[O-].[Na+], predict the reaction product. The product is: [CH2:18]([N:2]1[CH2:3][CH2:4][C:5]2[NH:6][C:7]3[CH:8]=[CH:9][C:10]([C:14]([O:16][CH3:17])=[O:15])=[CH:11][C:12]=3[C:13]=2[CH2:1]1)[C:26]1[CH:31]=[CH:30][CH:29]=[CH:28][CH:27]=1. (3) Given the reactants [C:1]([O:5][C:6]([N:8]1[CH2:11][C:10](=O)[CH2:9]1)=[O:7])([CH3:4])([CH3:3])[CH3:2].[OH:13][CH:14]1[CH2:19][CH2:18][NH:17][CH2:16][CH2:15]1.C(O[BH-](OC(=O)C)OC(=O)C)(=O)C.[Na+], predict the reaction product. The product is: [C:1]([O:5][C:6]([N:8]1[CH2:11][CH:10]([N:17]2[CH2:18][CH2:19][CH:14]([OH:13])[CH2:15][CH2:16]2)[CH2:9]1)=[O:7])([CH3:4])([CH3:3])[CH3:2].